Task: Predict which catalyst facilitates the given reaction.. Dataset: Catalyst prediction with 721,799 reactions and 888 catalyst types from USPTO (1) Reactant: [Cl:1][C:2]1[CH:7]=[C:6]([O:8][C:9]2[C:18]3[C:13](=[CH:14][C:15]([OH:21])=[C:16]([O:19][CH3:20])[CH:17]=3)[N:12]=[CH:11][N:10]=2)[CH:5]=[CH:4][C:3]=1[NH:22][C:23](=[O:27])[N:24]([CH3:26])[CH3:25].C(=O)([O-])[O-].[K+].[K+].[C:34]([O:37][CH2:38]CBr)(=[O:36])[CH3:35].O. Product: [Cl:1][C:2]1[CH:7]=[C:6]([CH:5]=[CH:4][C:3]=1[NH:22][C:23]([N:24]([CH3:26])[CH3:25])=[O:27])[O:8][C:9]1[C:18]2[C:13](=[CH:14][C:15]([O:21][CH2:35][C:34]([O:37][CH3:38])=[O:36])=[C:16]([O:19][CH3:20])[CH:17]=2)[N:12]=[CH:11][N:10]=1. The catalyst class is: 9. (2) Reactant: [CH3:1][NH:2][N:3]=[C:4]([CH3:8])[CH2:5][S:6][CH3:7].C(N(CC)CC)C.[CH2:16]([C:18]1[CH:23]=[C:22]([CH3:24])[CH:21]=[C:20]([CH2:25][CH3:26])[C:19]=1[C:27](=[O:31])[C:28](Cl)=[O:29])[CH3:17].O. The catalyst class is: 11. Product: [CH2:16]([C:18]1[CH:23]=[C:22]([CH3:24])[CH:21]=[C:20]([CH2:25][CH3:26])[C:19]=1[C:27](=[O:31])[C:28]([N:2]([CH3:1])[N:3]=[C:4]([CH3:8])[CH2:5][S:6][CH3:7])=[O:29])[CH3:17]. (3) Reactant: [N:1]1([C:6]2([C:10]([O:12]CC)=[O:11])[CH2:9][CH2:8][CH2:7]2)[CH:5]=[CH:4][CH:3]=[N:2]1.O1CCCC1.[OH-].[Na+]. Product: [N:1]1([C:6]2([C:10]([OH:12])=[O:11])[CH2:7][CH2:8][CH2:9]2)[CH:5]=[CH:4][CH:3]=[N:2]1. The catalyst class is: 6.